This data is from Forward reaction prediction with 1.9M reactions from USPTO patents (1976-2016). The task is: Predict the product of the given reaction. The product is: [CH2:23]([C:22]1[C:28]([NH:49][C:47]([O:46][CH2:45][C@@H:40]2[CH2:41][O:42][CH2:43][CH2:44][N:39]2[C:37]([O:36][C:32]([CH3:35])([CH3:34])[CH3:33])=[O:38])=[O:71])=[CH:24][N:20]2[C:21]=1[C:16]([NH:15][C:11]1[CH:10]=[C:9]3[C:14](=[CH:13][CH:12]=1)[N:6]([CH2:5][C:4]1[CH:29]=[CH:30][CH:31]=[C:2]([F:1])[CH:3]=1)[N:7]=[CH:8]3)=[N:17][CH:18]=[N:19]2)[CH3:25]. Given the reactants [F:1][C:2]1[CH:3]=[C:4]([CH:29]=[CH:30][CH:31]=1)[CH2:5][N:6]1[C:14]2[C:9](=[CH:10][C:11]([NH:15][C:16]3[C:21]4=[C:22]([CH3:28])[C:23]([C:25](O)=O)=[CH:24][N:20]4[N:19]=[CH:18][N:17]=3)=[CH:12][CH:13]=2)[CH:8]=[N:7]1.[C:32]([O:36][C:37]([N:39]1[CH2:44][CH2:43][O:42][CH2:41][CH:40]1[CH2:45][OH:46])=[O:38])([CH3:35])([CH3:34])[CH3:33].[CH2:47]([N:49](CC)CC)C.C1(P(N=[N+]=[N-])(C2C=CC=CC=2)=O)C=CC=CC=1.[OH2:71], predict the reaction product.